From a dataset of Full USPTO retrosynthesis dataset with 1.9M reactions from patents (1976-2016). Predict the reactants needed to synthesize the given product. (1) Given the product [CH2:1]([N:6]([C:7]1[CH:16]=[CH:15][C:14]2[C:13]([CH3:18])([CH3:17])[CH2:12][CH2:11][C:10]([CH3:19])([CH3:20])[C:9]=2[CH:8]=1)[C:22]([Cl:21])=[O:24])[CH2:2][CH2:3][CH2:4][CH3:5], predict the reactants needed to synthesize it. The reactants are: [CH2:1]([NH:6][C:7]1[CH:16]=[CH:15][C:14]2[C:13]([CH3:18])([CH3:17])[CH2:12][CH2:11][C:10]([CH3:20])([CH3:19])[C:9]=2[CH:8]=1)[CH2:2][CH2:3][CH2:4][CH3:5].[Cl:21][C:22](Cl)([O:24]C(=O)OC(Cl)(Cl)Cl)Cl. (2) Given the product [CH:39]1([N:32]([C:33]2[CH:34]=[CH:35][CH:36]=[CH:37][CH:38]=2)[C:30]([C:23]2[C:24]3[C:29](=[CH:28][CH:27]=[CH:26][CH:25]=3)[N:21]([C:16]3[CH:17]=[C:18]([O:19][CH3:20])[C:13]([OH:12])=[CH:14][C:15]=3[C:45]([N:47]3[C@H:56]([CH2:57][N:58]4[CH2:63][CH2:62][N:61]([CH3:64])[CH2:60][CH2:59]4)[CH2:55][C:54]4[C:49](=[CH:50][CH:51]=[CH:52][CH:53]=4)[CH2:48]3)=[O:46])[CH:22]=2)=[O:31])[CH2:44][CH2:43][CH2:42][CH2:41][CH2:40]1, predict the reactants needed to synthesize it. The reactants are: C([O-])=O.[NH4+].C([O:12][C:13]1[C:18]([O:19][CH3:20])=[CH:17][C:16]([N:21]2[C:29]3[C:24](=[CH:25][CH:26]=[CH:27][CH:28]=3)[C:23]([C:30]([N:32]([CH:39]3[CH2:44][CH2:43][CH2:42][CH2:41][CH2:40]3)[C:33]3[CH:38]=[CH:37][CH:36]=[CH:35][CH:34]=3)=[O:31])=[CH:22]2)=[C:15]([C:45]([N:47]2[C@H:56]([CH2:57][N:58]3[CH2:63][CH2:62][N:61]([CH3:64])[CH2:60][CH2:59]3)[CH2:55][C:54]3[C:49](=[CH:50][CH:51]=[CH:52][CH:53]=3)[CH2:48]2)=[O:46])[CH:14]=1)C1C=CC=CC=1. (3) The reactants are: [F:1][C:2]([F:7])([F:6])[C:3]([OH:5])=[O:4].[OH:8][C:9]1([C:20]2[CH:25]=[CH:24][CH:23]=[CH:22][CH:21]=2)[CH2:12][N:11](C(OC(C)(C)C)=O)[CH2:10]1. Given the product [F:1][C:2]([F:7])([F:6])[C:3]([OH:5])=[O:4].[OH:8][C:9]1([C:20]2[CH:25]=[CH:24][CH:23]=[CH:22][CH:21]=2)[CH2:12][NH:11][CH2:10]1, predict the reactants needed to synthesize it. (4) Given the product [C:13]1([C:8]2[C:7]3[C:11](=[CH:12][C:4]([NH2:1])=[CH:5][CH:6]=3)[NH:10][N:9]=2)[CH:14]=[CH:15][CH:16]=[CH:17][CH:18]=1, predict the reactants needed to synthesize it. The reactants are: [N+:1]([C:4]1[CH:12]=[C:11]2[C:7]([C:8]([C:13]3[CH:18]=[CH:17][CH:16]=[CH:15][CH:14]=3)=[N:9][NH:10]2)=[CH:6][CH:5]=1)([O-])=O. (5) Given the product [CH3:12][C:7]1([C:13]2[CH:18]=[CH:17][CH:16]=[CH:15][CH:14]=2)[C:8](=[O:9])[NH:21][C:4]2[CH:3]=[C:2]([CH3:1])[CH:20]=[CH:19][C:5]=2[O:6]1, predict the reactants needed to synthesize it. The reactants are: [CH3:1][C:2]1[CH:20]=[CH:19][C:5]([O:6][C:7]([C:13]2[CH:18]=[CH:17][CH:16]=[CH:15][CH:14]=2)([CH3:12])[C:8](OC)=[O:9])=[C:4]([N+:21]([O-])=O)[CH:3]=1. (6) Given the product [Cl:16][C:14]1[CH:15]=[C:10]([CH:11]=[C:12]([Cl:29])[C:13]=1[O:17][C:18]1[CH:23]=[C:22]([CH:24]([CH3:26])[CH3:25])[C:21]([OH:27])=[C:20]([Br:28])[CH:19]=1)[C:9]([NH:4][CH2:5][C:6]([OH:8])=[O:7])=[O:30], predict the reactants needed to synthesize it. The reactants are: [OH-].[Li+].C[N:4]([C:9](=[O:30])[C:10]1[CH:15]=[C:14]([Cl:16])[C:13]([O:17][C:18]2[CH:23]=[C:22]([CH:24]([CH3:26])[CH3:25])[C:21]([OH:27])=[C:20]([Br:28])[CH:19]=2)=[C:12]([Cl:29])[CH:11]=1)[CH2:5][C:6]([OH:8])=[O:7].Cl. (7) Given the product [CH:30]1([O:35][C:36]2[N:41]=[CH:40][C:39]([NH:42][C:18](=[O:19])[NH:1][C:2]3[CH:3]=[CH:4][C:5]([N:8]4[CH2:12][CH2:11][CH:10]([N:13]([CH3:17])[C:14](=[O:16])[CH3:15])[CH2:9]4)=[CH:6][CH:7]=3)=[CH:38][CH:37]=2)[CH2:31][CH2:32][CH2:33][CH2:34]1, predict the reactants needed to synthesize it. The reactants are: [NH2:1][C:2]1[CH:7]=[CH:6][C:5]([N:8]2[CH2:12][CH2:11][CH:10]([N:13]([CH3:17])[C:14](=[O:16])[CH3:15])[CH2:9]2)=[CH:4][CH:3]=1.[C:18](N1C=CN=C1)(N1C=CN=C1)=[O:19].[CH:30]1([O:35][C:36]2[N:41]=[CH:40][C:39]([NH2:42])=[CH:38][CH:37]=2)[CH2:34][CH2:33][CH2:32][CH2:31]1. (8) Given the product [C:1]12([C:11]3[N:19]([C:13]4[CH:18]=[CH:17][CH:16]=[CH:15][CH:14]=4)[CH2:20][CH2:21][N:22]=3)[CH2:10][CH:5]3[CH2:6][CH:7]([CH2:9][CH:3]([CH2:4]3)[CH2:2]1)[CH2:8]2, predict the reactants needed to synthesize it. The reactants are: [C:1]12([CH2:11]O)[CH2:10][CH:5]3[CH2:6][CH:7]([CH2:9][CH:3]([CH2:4]3)[CH2:2]1)[CH2:8]2.[C:13]1([NH:19][CH2:20][CH2:21][NH2:22])[CH:18]=[CH:17][CH:16]=[CH:15][CH:14]=1. (9) Given the product [CH2:39]([N:41]([CH2:48][CH2:47][C:46]([F:51])([F:50])[F:45])[CH2:42][CH2:43][O:44][C:2]1[CH:7]=[CH:6][C:5]([CH:8]2[C:17]([C:18]3[CH:23]=[CH:22][CH:21]=[C:20]([OH:24])[CH:19]=3)=[C:16]([CH3:31])[C:15]3[C:10](=[CH:11][CH:12]=[C:13]([OH:32])[CH:14]=3)[O:9]2)=[CH:4][CH:3]=1)[CH3:40], predict the reactants needed to synthesize it. The reactants are: I[C:2]1[CH:7]=[CH:6][C:5]([CH:8]2[C:17]([C:18]3[CH:23]=[CH:22][CH:21]=[C:20]([O:24]C4CCCCO4)[CH:19]=3)=[C:16]([CH3:31])[C:15]3[C:10](=[CH:11][CH:12]=[C:13]([O:32]C4CCCCO4)[CH:14]=3)[O:9]2)=[CH:4][CH:3]=1.[CH2:39]([NH:41][CH2:42][CH2:43][OH:44])[CH3:40].[F:45][C:46]([F:51])([F:50])[CH2:47][CH2:48]I.